Dataset: NCI-60 drug combinations with 297,098 pairs across 59 cell lines. Task: Regression. Given two drug SMILES strings and cell line genomic features, predict the synergy score measuring deviation from expected non-interaction effect. (1) Drug 1: C1=NC2=C(N=C(N=C2N1C3C(C(C(O3)CO)O)O)F)N. Drug 2: COCCOC1=C(C=C2C(=C1)C(=NC=N2)NC3=CC=CC(=C3)C#C)OCCOC.Cl. Cell line: K-562. Synergy scores: CSS=0.296, Synergy_ZIP=-3.46, Synergy_Bliss=-8.11, Synergy_Loewe=-1.75, Synergy_HSA=-7.84. (2) Drug 1: CC1=C(C=C(C=C1)C(=O)NC2=CC(=CC(=C2)C(F)(F)F)N3C=C(N=C3)C)NC4=NC=CC(=N4)C5=CN=CC=C5. Drug 2: CC(C)NC(=O)C1=CC=C(C=C1)CNNC.Cl. Cell line: OVCAR-5. Synergy scores: CSS=-4.47, Synergy_ZIP=6.07, Synergy_Bliss=6.95, Synergy_Loewe=-3.16, Synergy_HSA=-2.72.